From a dataset of Merck oncology drug combination screen with 23,052 pairs across 39 cell lines. Regression. Given two drug SMILES strings and cell line genomic features, predict the synergy score measuring deviation from expected non-interaction effect. (1) Drug 1: CC(=O)OC1C(=O)C2(C)C(O)CC3OCC3(OC(C)=O)C2C(OC(=O)c2ccccc2)C2(O)CC(OC(=O)C(O)C(NC(=O)c3ccccc3)c3ccccc3)C(C)=C1C2(C)C. Drug 2: NC(=O)c1cccc2cn(-c3ccc(C4CCCNC4)cc3)nc12. Cell line: HT29. Synergy scores: synergy=-14.7. (2) Drug 2: COC1CC2CCC(C)C(O)(O2)C(=O)C(=O)N2CCCCC2C(=O)OC(C(C)CC2CCC(OP(C)(C)=O)C(OC)C2)CC(=O)C(C)C=C(C)C(O)C(OC)C(=O)C(C)CC(C)C=CC=CC=C1C. Cell line: LOVO. Drug 1: COc1cccc2c1C(=O)c1c(O)c3c(c(O)c1C2=O)CC(O)(C(=O)CO)CC3OC1CC(N)C(O)C(C)O1. Synergy scores: synergy=10.0. (3) Drug 1: O=C(CCCCCCC(=O)Nc1ccccc1)NO. Drug 2: Nc1ccn(C2OC(CO)C(O)C2(F)F)c(=O)n1. Cell line: NCIH520. Synergy scores: synergy=3.66. (4) Drug 1: O=c1[nH]cc(F)c(=O)[nH]1. Drug 2: Cn1cc(-c2cnn3c(N)c(Br)c(C4CCCNC4)nc23)cn1. Cell line: ES2. Synergy scores: synergy=-25.5.